From a dataset of Full USPTO retrosynthesis dataset with 1.9M reactions from patents (1976-2016). Predict the reactants needed to synthesize the given product. (1) The reactants are: [CH3:1][CH:2]([CH3:33])[C@H:3]([NH:11][S:12]([C:15]1[CH:16]=[CH:17][C:18]2[C:22]3[CH:23]=[C:24]([C:27]4[S:28][CH:29]=[CH:30][N:31]=4)[CH:25]=[CH:26][C:21]=3[O:20][C:19]=2[CH:32]=1)(=[O:14])=[O:13])[C:4]([O:6]C(C)(C)C)=[O:5]. Given the product [CH3:1][CH:2]([CH3:33])[C@H:3]([NH:11][S:12]([C:15]1[CH:16]=[CH:17][C:18]2[C:22]3[CH:23]=[C:24]([C:27]4[S:28][CH:29]=[CH:30][N:31]=4)[CH:25]=[CH:26][C:21]=3[O:20][C:19]=2[CH:32]=1)(=[O:14])=[O:13])[C:4]([OH:6])=[O:5], predict the reactants needed to synthesize it. (2) Given the product [O:41]=[C:8]1[CH2:7][CH2:6][C@H:5]([NH:22][C:23](=[O:32])[CH2:24][CH2:25][C:26]2[CH:27]=[CH:28][CH:29]=[CH:30][CH:31]=2)[C:4](=[O:3])[N:10]2[C@H:11]([C:15]([O:17][C:18]([CH3:21])([CH3:20])[CH3:19])=[O:16])[CH2:12][CH2:13][CH2:14][N:9]12, predict the reactants needed to synthesize it. The reactants are: [K+].[Br-].[O:3]=[C:4]1[N:10]2[C@H:11]([C:15]([O:17][C:18]([CH3:21])([CH3:20])[CH3:19])=[O:16])[CH2:12][CH2:13][CH2:14][N:9]2[CH2:8][CH2:7][CH2:6][C@@H:5]1[NH:22][C:23](=[O:32])[CH2:24][CH2:25][C:26]1[CH:31]=[CH:30][CH:29]=[CH:28][CH:27]=1.N[C@@H]1C(=[O:41])N2[C@H](C(OC(C)(C)C)=O)CCCN2CCC1. (3) The reactants are: C([O:5][CH2:6][CH:7]([CH2:12][CH3:13])[CH2:8][CH2:9][CH2:10][CH3:11])(=O)C=C.C(OCCCCCCCCCCCCCCCC(C)C)(=[O:17])C=C.C(O)(=O)C=C.CC(C1C=CC=CC=1)=C.CC(C1C=CC=CC=1)=C.COC(OC)(C1C=CC=CC=1)C(C1C=CC=CC=1)=O.CC1C=C(C)C=C(C)C=1C(P(=O)(C1C=CC=CC=1)C1C=CC=CC=1)=O. Given the product [CH3:11][CH2:10][CH2:9][CH2:8][CH:7]([C:6]([OH:5])=[O:17])[CH2:12][CH3:13], predict the reactants needed to synthesize it. (4) Given the product [Br:1][C:2]1[CH:3]=[C:4]2[C:5](=[CH:10][CH:11]=1)[C:6](=[O:8])[N:23]([CH2:22][CH2:21][CH2:20][C:14]1[CH:19]=[CH:18][CH:17]=[CH:16][CH:15]=1)[CH2:12]2, predict the reactants needed to synthesize it. The reactants are: [Br:1][C:2]1[CH:11]=[CH:10][C:5]([C:6]([O:8]C)=O)=[C:4]([CH2:12]Br)[CH:3]=1.[C:14]1([CH2:20][CH2:21][CH2:22][NH2:23])[CH:19]=[CH:18][CH:17]=[CH:16][CH:15]=1.C(=O)([O-])[O-].[K+].[K+]. (5) Given the product [Cl:1][C:2]1[N:7]=[CH:6][C:5]([S:8]([NH2:13])(=[O:10])=[O:9])=[CH:4][CH:3]=1, predict the reactants needed to synthesize it. The reactants are: [Cl:1][C:2]1[N:7]=[CH:6][C:5]([S:8](Cl)(=[O:10])=[O:9])=[CH:4][CH:3]=1.[OH-].[NH4+:13]. (6) Given the product [CH:53]1([NH:58][C:22](=[O:23])[C:21]2[CH:25]=[CH:26][C:27]([CH3:28])=[C:19]([C:18]3[C:13]4[CH:12]=[CH:11][C:10](=[O:42])[N:9]([C:3]5[C:2]([F:1])=[CH:7][CH:6]=[CH:5][C:4]=5[F:8])[C:14]=4[N:15]=[C:16]([N:29]4[CH2:34][CH2:33][CH:32]([N:35]5[CH2:36][CH2:37][CH:38]([CH3:41])[CH2:39][CH2:40]5)[CH2:31][CH2:30]4)[N:17]=3)[CH:20]=2)[CH2:54][CH2:55][CH2:56][CH2:57]1, predict the reactants needed to synthesize it. The reactants are: [F:1][C:2]1[CH:7]=[CH:6][CH:5]=[C:4]([F:8])[C:3]=1[N:9]1[C:14]2[N:15]=[C:16]([N:29]3[CH2:34][CH2:33][CH:32]([N:35]4[CH2:40][CH2:39][CH:38]([CH3:41])[CH2:37][CH2:36]4)[CH2:31][CH2:30]3)[N:17]=[C:18]([C:19]3[CH:20]=[C:21]([CH:25]=[CH:26][C:27]=3[CH3:28])[C:22](O)=[O:23])[C:13]=2[CH:12]=[CH:11][C:10]1=[O:42].CN(C(ON1N=[N:58][C:53]2[CH:54]=[CH:55][CH:56]=[CH:57]C1=2)=[N+](C)C)C.F[P-](F)(F)(F)(F)F.C(N(CC)CC)C.C1(N)CCCC1. (7) Given the product [Cl:22][C:8]1[N:4]([CH:1]([CH3:3])[CH3:2])[N:5]=[CH:6][C:7]=1[N+:9]([O-:11])=[O:10], predict the reactants needed to synthesize it. The reactants are: [CH:1]([N:4]1[CH:8]=[C:7]([N+:9]([O-:11])=[O:10])[CH:6]=[N:5]1)([CH3:3])[CH3:2].C[Si]([N-][Si](C)(C)C)(C)C.[Li+].[Cl:22]C(Cl)(Cl)C(Cl)(Cl)Cl. (8) The reactants are: [NH2:1][C:2]1[CH:7]=[CH:6][C:5]([F:8])=[CH:4][N:3]=1.C(=O)([O-])O.[Na+].[Cl:14][CH:15]([Cl:19])[C:16](Cl)=[O:17]. Given the product [Cl:14][CH:15]([Cl:19])[C:16]([NH:1][C:2]1[CH:7]=[CH:6][C:5]([F:8])=[CH:4][N:3]=1)=[O:17], predict the reactants needed to synthesize it.